From a dataset of Reaction yield outcomes from USPTO patents with 853,638 reactions. Predict the reaction yield, written as a fraction of the theoretical maximum amount of product (1.0 means a 100% yield; for example, 0.34 means a 34% yield). (1) The yield is 0.590. The product is [O:1]=[C:2]1[CH2:19][CH2:18][C:5]2([CH2:10][CH2:9][N:8]([C:11]([O:13][C:14]([CH3:15])([CH3:16])[CH3:17])=[O:12])[CH2:7][CH2:6]2)[CH2:4][CH2:3]1. The reactants are [O:1]=[C:2]1[CH2:19][CH2:18][C:5]2([CH2:10][CH2:9][N:8]([C:11]([O:13][C:14]([CH3:17])([CH3:16])[CH3:15])=[O:12])[CH2:7][CH2:6]2)[CH:4]=[CH:3]1. The catalyst is C(Cl)Cl.[Pd]. (2) The reactants are C([O:8][C:9]1[C:14]2[CH:15]=[C:16]([C:18]3[N:19]=[C:20]4[N:24]([CH:25]=3)[N:23]=[C:22]([O:26][CH3:27])[S:21]4)[O:17][C:13]=2[CH:12]=[C:11]([O:28][CH3:29])[CH:10]=1)C1C=CC=CC=1.CC1C(C)=C(C)C(C)=C(C)C=1. The catalyst is ClCCl. The product is [CH3:29][O:28][C:11]1[CH:12]=[C:13]2[O:17][C:16]([C:18]3[N:19]=[C:20]4[N:24]([CH:25]=3)[N:23]=[C:22]([O:26][CH3:27])[S:21]4)=[CH:15][C:14]2=[C:9]([OH:8])[CH:10]=1. The yield is 0.800.